This data is from Forward reaction prediction with 1.9M reactions from USPTO patents (1976-2016). The task is: Predict the product of the given reaction. Given the reactants FC(F)(F)C(O)=O.FC(F)(F)C(O)=O.FC(F)(F)C(O)=O.[F:22][C:23]1[CH:40]=[CH:39][C:26]2[N:27]=[C:28]([S:30][CH2:31][CH2:32][N:33]3[CH2:38][CH2:37][NH:36][CH2:35][CH2:34]3)[NH:29][C:25]=2[CH:24]=1.Br[CH2:42][C:43]([NH:45][C:46]1[C:47]([O:59][CH2:60][C:61]([F:64])([F:63])[F:62])=[N:48][C:49]([CH3:58])=[CH:50][C:51]=1[O:52][CH2:53][C:54]([F:57])([F:56])[F:55])=[O:44].C(=O)([O-])[O-].[K+].[K+].O, predict the reaction product. The product is: [F:22][C:23]1[CH:40]=[CH:39][C:26]2[N:27]=[C:28]([S:30][CH2:31][CH2:32][N:33]3[CH2:38][CH2:37][N:36]([CH2:42][C:43]([NH:45][C:46]4[C:47]([O:59][CH2:60][C:61]([F:64])([F:62])[F:63])=[N:48][C:49]([CH3:58])=[CH:50][C:51]=4[O:52][CH2:53][C:54]([F:56])([F:57])[F:55])=[O:44])[CH2:35][CH2:34]3)[NH:29][C:25]=2[CH:24]=1.